Dataset: Full USPTO retrosynthesis dataset with 1.9M reactions from patents (1976-2016). Task: Predict the reactants needed to synthesize the given product. (1) Given the product [N:11]1([C:9]2[S:10][C:6]([CH2:5][C:4]([OH:15])=[O:3])=[CH:7][N:8]=2)[CH2:12][CH2:13][CH2:14]1, predict the reactants needed to synthesize it. The reactants are: C([O:3][C:4](=[O:15])[CH2:5][C:6]1[S:10][C:9]([N:11]2[CH2:14][CH2:13][CH2:12]2)=[N:8][CH:7]=1)C.[OH-].[Li+].O. (2) Given the product [CH3:1][O:2][C:3]1[CH:4]=[CH:5][C:6]2[N:11]=[CH:10][C:9](=[O:12])[N:8]([CH2:13][CH2:14][N:17]3[CH2:18][CH2:19][CH:20]([NH:23][C:24](=[O:30])[O:25][C:26]([CH3:28])([CH3:27])[CH3:29])[CH2:21][CH2:22]3)[C:7]=2[N:16]=1, predict the reactants needed to synthesize it. The reactants are: [CH3:1][O:2][C:3]1[CH:4]=[CH:5][C:6]2[N:11]=[CH:10][C:9](=[O:12])[N:8]([CH2:13][CH:14]=O)[C:7]=2[N:16]=1.[NH:17]1[CH2:22][CH2:21][CH:20]([NH:23][C:24](=[O:30])[O:25][C:26]([CH3:29])([CH3:28])[CH3:27])[CH2:19][CH2:18]1.C(O[BH-](OC(=O)C)OC(=O)C)(=O)C.[Na+].C(=O)([O-])O.[Na+]. (3) Given the product [OH:18][C@@H:11]([C@@H:4]([CH2:1]/[CH:2]=[CH:3]/[C:20]1[CH:21]=[CH:22][C:23]([O:26][C:27]([F:28])([F:29])[F:30])=[CH:24][CH:25]=1)[C:5]([O:7][CH:8]([CH3:10])[CH3:9])=[O:6])[C:12]([O:14][CH:15]([CH3:17])[CH3:16])=[O:13], predict the reactants needed to synthesize it. The reactants are: [CH2:1]([C@H:4]([C@H:11]([OH:18])[C:12]([O:14][CH:15]([CH3:17])[CH3:16])=[O:13])[C:5]([O:7][CH:8]([CH3:10])[CH3:9])=[O:6])[CH:2]=[CH2:3].Br[C:20]1[CH:25]=[CH:24][C:23]([O:26][C:27]([F:30])([F:29])[F:28])=[CH:22][CH:21]=1.C1(C)C=CC=CC=1P(C1C=CC=CC=1C)C1C=CC=CC=1C. (4) Given the product [N+:20]([C:16]1[CH:15]=[C:14]([NH:13][C:12]([NH2:11])=[S:23])[CH:19]=[CH:18][CH:17]=1)([O-:22])=[O:21], predict the reactants needed to synthesize it. The reactants are: C[O-].[Na+].CC1C=CC(C([NH:11][C:12](=[S:23])[NH:13][C:14]2[CH:19]=[CH:18][CH:17]=[C:16]([N+:20]([O-:22])=[O:21])[CH:15]=2)=O)=CC=1.Cl. (5) Given the product [Br:1][C:2]1[C:11](=[O:12])[C:10]2[C:5](=[CH:6][CH:7]=[CH:8][CH:9]=2)[C:4](=[O:14])[C:3]=1/[CH:16]=[C:17](\[CH3:21])/[C:18]([OH:20])=[O:19], predict the reactants needed to synthesize it. The reactants are: [Br:1][C:2]1[C:3](/[CH:16]=[C:17](\[CH3:21])/[C:18]([OH:20])=[O:19])=[C:4]([O:14]C)[C:5]2[C:10]([C:11]=1[O:12]C)=[CH:9][CH:8]=[CH:7][CH:6]=2.[N+]([O-])(O)=O. (6) Given the product [Cl:9][C:4]1[N:3]=[C:2]([NH2:1])[C:7]([I:10])=[C:6]([Cl:8])[N:5]=1, predict the reactants needed to synthesize it. The reactants are: [NH2:1][C:2]1[CH:7]=[C:6]([Cl:8])[N:5]=[C:4]([Cl:9])[N:3]=1.[I:10]N1C(=O)CCC1=O.O. (7) The reactants are: [NH2:1][C:2]1[CH:3]=[N:4][C:5]([NH:8][C:9]2[CH:24]=[CH:23][C:12]([C:13]([NH:15][CH2:16][CH2:17][N:18]3[CH2:22][CH2:21][CH2:20][CH2:19]3)=[O:14])=[CH:11][CH:10]=2)=[N:6][CH:7]=1.[Cl:25][C:26]1[CH:34]=[CH:33][C:32]([O:35]C)=[CH:31][C:27]=1[C:28](O)=[O:29].CCN(C(C)C)C(C)C.CN(C(ON1N=NC2C=CC=NC1=2)=[N+](C)C)C.F[P-](F)(F)(F)(F)F. Given the product [Cl:25][C:26]1[CH:34]=[CH:33][C:32]([OH:35])=[CH:31][C:27]=1[C:28]([NH:1][C:2]1[CH:3]=[N:4][C:5]([NH:8][C:9]2[CH:10]=[CH:11][C:12]([C:13](=[O:14])[NH:15][CH2:16][CH2:17][N:18]3[CH2:19][CH2:20][CH2:21][CH2:22]3)=[CH:23][CH:24]=2)=[N:6][CH:7]=1)=[O:29], predict the reactants needed to synthesize it.